Dataset: Full USPTO retrosynthesis dataset with 1.9M reactions from patents (1976-2016). Task: Predict the reactants needed to synthesize the given product. (1) Given the product [CH2:1]([C:5]1[CH:6]=[C:7]2[C:11](=[CH:12][CH:13]=1)[NH:10][N:9]=[C:8]2[NH:14][C:15]1[S:16][CH:18]=[CH:19][N:17]=1)[CH:2]([CH3:4])[CH3:3], predict the reactants needed to synthesize it. The reactants are: [CH2:1]([C:5]1[CH:6]=[C:7]2[C:11](=[CH:12][CH:13]=1)[NH:10][N:9]=[C:8]2[NH:14][C:15]([NH2:17])=[S:16])[CH:2]([CH3:4])[CH3:3].[CH2:18](OC(OCC)CBr)[CH3:19]. (2) The reactants are: [NH2:1][C:2]1[C:7]2[N:8]=[C:9]([S:24][C:25]3[C:33]([Cl:34])=[CH:32][C:28]4[O:29][CH2:30][O:31][C:27]=4[CH:26]=3)[N:10]([CH2:11][CH2:12][N:13]3C(=O)C4C(=CC=CC=4)C3=O)[C:6]=2[CH:5]=[CH:4][N:3]=1. Given the product [NH2:13][CH2:12][CH2:11][N:10]1[C:6]2[CH:5]=[CH:4][N:3]=[C:2]([NH2:1])[C:7]=2[N:8]=[C:9]1[S:24][C:25]1[C:33]([Cl:34])=[CH:32][C:28]2[O:29][CH2:30][O:31][C:27]=2[CH:26]=1, predict the reactants needed to synthesize it. (3) Given the product [Br:2][C:3]1[CH:4]=[CH:5][C:6]([CH:7]=[CH:46][C:40]2([CH2:39][O:38][Si:31]([C:34]([CH3:37])([CH3:36])[CH3:35])([CH3:32])[CH3:33])[CH2:44][O:43][C:42]([CH3:45])=[N:41]2)=[CH:27][CH:28]=1, predict the reactants needed to synthesize it. The reactants are: [Br-].[Br:2][C:3]1[CH:28]=[CH:27][C:6]([CH2:7][P+](C2C=CC=CC=2)(C2C=CC=CC=2)C2C=CC=CC=2)=[CH:5][CH:4]=1.[H-].[Na+].[Si:31]([O:38][CH2:39][C:40]1([CH:46]=O)[CH2:44][O:43][C:42]([CH3:45])=[N:41]1)([C:34]([CH3:37])([CH3:36])[CH3:35])([CH3:33])[CH3:32]. (4) Given the product [CH3:19][Si:2]([CH3:1])([CH3:18])[CH2:3][CH2:4][O:5][C:6](=[O:17])[NH:7][C:8]1[CH:13]=[CH:12][C:11]([CH:14]([OH:22])[CH3:15])=[C:10]([Cl:16])[CH:9]=1, predict the reactants needed to synthesize it. The reactants are: [CH3:1][Si:2]([CH3:19])([CH3:18])[CH2:3][CH2:4][O:5][C:6](=[O:17])[NH:7][C:8]1[CH:13]=[CH:12][C:11]([CH:14]=[CH2:15])=[C:10]([Cl:16])[CH:9]=1.[BH4-].[Na+].[OH2:22]. (5) Given the product [CH2:26]([O:33][C@H:34]([CH2:49][CH2:50][CH2:51][CH2:52][CH2:53][CH2:54][CH2:55][CH2:56][CH2:57][CH2:58][CH2:59][CH:60]([CH3:62])[CH3:61])[CH2:35][C:36]([OH:38])=[O:37])[C:27]1[CH:32]=[CH:31][CH:30]=[CH:29][CH:28]=1, predict the reactants needed to synthesize it. The reactants are: C(O[C@H](CCCCCCCCCC(C)C)CC(O)=O)C1C=CC=CC=1.[CH2:26]([O:33][C@H:34]([CH2:49][CH2:50][CH2:51][CH2:52][CH2:53][CH2:54][CH2:55][CH2:56][CH2:57][CH2:58][CH2:59][CH:60]([CH3:62])[CH3:61])[CH2:35][C:36]([O:38]CC(C1C=CC(Br)=CC=1)=O)=[O:37])[C:27]1[CH:32]=[CH:31][CH:30]=[CH:29][CH:28]=1. (6) Given the product [Br:12][C:7]1[CH:6]=[CH:5][C:4]([OH:9])=[C:3]([C:2]([F:10])([F:11])[F:1])[CH:8]=1, predict the reactants needed to synthesize it. The reactants are: [F:1][C:2]([F:11])([F:10])[C:3]1[CH:8]=[CH:7][CH:6]=[CH:5][C:4]=1[OH:9].[Br:12]Br.OS([O-])=O.[Na+]. (7) Given the product [Cl:12][C:13]1[N:17]([CH3:18])[N:16]=[C:15]([C:19]([F:20])([F:22])[F:21])[C:14]=1[CH2:23][S:24]([C:25]1[CH2:29][C:28]([CH3:31])([CH3:30])[O:27][N:26]=1)(=[O:9])=[O:32], predict the reactants needed to synthesize it. The reactants are: ClC1C=CC=C(C(OO)=[O:9])C=1.[Cl:12][C:13]1[N:17]([CH3:18])[N:16]=[C:15]([C:19]([F:22])([F:21])[F:20])[C:14]=1[CH2:23][S:24][C:25]1[CH2:29][C:28]([CH3:31])([CH3:30])[O:27][N:26]=1.[OH2:32].